From a dataset of Full USPTO retrosynthesis dataset with 1.9M reactions from patents (1976-2016). Predict the reactants needed to synthesize the given product. (1) Given the product [Cl:1][C:2]1[C:3]([C:12](=[N:27][OH:28])[CH2:13][N:14]2[C:18](=[O:19])[C:17]3=[CH:20][CH:21]=[CH:22][CH:23]=[C:16]3[C:15]2=[O:24])=[N:4][CH:5]=[C:6]([C:8]([F:11])([F:10])[F:9])[CH:7]=1, predict the reactants needed to synthesize it. The reactants are: [Cl:1][C:2]1[C:3]([C:12](=O)[CH2:13][N:14]2[C:18](=[O:19])[C:17]3=[CH:20][CH:21]=[CH:22][CH:23]=[C:16]3[C:15]2=[O:24])=[N:4][CH:5]=[C:6]([C:8]([F:11])([F:10])[F:9])[CH:7]=1.Cl.[NH2:27][OH:28].N1C=CC=CC=1.O. (2) Given the product [N:35]1([S:32]([N:6]([CH2:5][C:4]([OH:44])=[O:3])[CH2:7][C:8]2[CH:13]=[CH:12][CH:11]=[C:10]([O:14][CH2:15][C:16]3[N:17]=[C:18]([C:22]4[CH:23]=[CH:24][C:25]([C:28]([F:29])([F:30])[F:31])=[CH:26][CH:27]=4)[O:19][C:20]=3[CH3:21])[CH:9]=2)(=[O:34])=[O:33])[C:43]2[C:38](=[CH:39][CH:40]=[CH:41][CH:42]=2)[CH2:37][CH2:36]1, predict the reactants needed to synthesize it. The reactants are: C([O:3][C:4](=[O:44])[CH2:5][N:6]([S:32]([N:35]1[C:43]2[C:38](=[CH:39][CH:40]=[CH:41][CH:42]=2)[CH2:37][CH2:36]1)(=[O:34])=[O:33])[CH2:7][C:8]1[CH:13]=[CH:12][CH:11]=[C:10]([O:14][CH2:15][C:16]2[N:17]=[C:18]([C:22]3[CH:27]=[CH:26][C:25]([C:28]([F:31])([F:30])[F:29])=[CH:24][CH:23]=3)[O:19][C:20]=2[CH3:21])[CH:9]=1)C.O.[OH-].[Li+]. (3) Given the product [CH3:29][C:30]1[CH:37]=[CH:36][C:33]([CH2:34][N:1]2[C:5](=[O:6])[CH2:4][N:3]3[C:7](=[O:10])[CH2:8][CH2:9][CH:2]23)=[CH:32][CH:31]=1, predict the reactants needed to synthesize it. The reactants are: [NH:1]1[C:5](=[O:6])[CH2:4][N:3]2[C:7](=[O:10])[CH2:8][CH2:9][CH:2]12.CCN(P1(N(C)CCCN1C)=NC(C)(C)C)CC.[CH3:29][C:30]1[CH:37]=[CH:36][C:33]([CH2:34]Br)=[CH:32][CH:31]=1.